This data is from Reaction yield outcomes from USPTO patents with 853,638 reactions. The task is: Predict the reaction yield, written as a fraction of the theoretical maximum amount of product (1.0 means a 100% yield; for example, 0.34 means a 34% yield). The reactants are [B-](F)(F)(F)F.[CH3:6][N:7](C(ON1C(=O)CCC1=O)=[N+](C)C)[CH3:8].[OH:21][CH:22]([C:24]1[CH:25]=[C:26]([C:41]([OH:43])=O)[CH:27]=[C:28]2[C:33]=1[O:32][C:31]([N:34]1[CH2:39][CH2:38][O:37][CH2:36][CH2:35]1)=[CH:30][C:29]2=[O:40])[CH3:23].CCN(C(C)C)C(C)C.CNC. The catalyst is C(Cl)Cl. The product is [OH:21][CH:22]([C:24]1[CH:25]=[C:26]([C:41]([N:7]([CH3:8])[CH3:6])=[O:43])[CH:27]=[C:28]2[C:33]=1[O:32][C:31]([N:34]1[CH2:39][CH2:38][O:37][CH2:36][CH2:35]1)=[CH:30][C:29]2=[O:40])[CH3:23]. The yield is 0.990.